The task is: Predict the reactants needed to synthesize the given product.. This data is from Full USPTO retrosynthesis dataset with 1.9M reactions from patents (1976-2016). (1) Given the product [N+:12]([C:15]1[CH:16]=[C:17]([NH:18][C:2]2[CH:7]=[CH:6][CH:5]=[CH:4][C:3]=2[CH2:8][C:9]([OH:11])=[O:10])[CH:19]=[CH:20][C:21]=1[CH3:22])([O-:14])=[O:13], predict the reactants needed to synthesize it. The reactants are: Br[C:2]1[CH:7]=[CH:6][CH:5]=[CH:4][C:3]=1[CH2:8][C:9]([OH:11])=[O:10].[N+:12]([C:15]1[CH:16]=[C:17]([CH:19]=[CH:20][C:21]=1[CH3:22])[NH2:18])([O-:14])=[O:13]. (2) The reactants are: [F:1][C:2]1[CH:7]=[C:6]([N+:8]([O-])=O)[CH:5]=[CH:4][C:3]=1[O:11][C:12]1[CH:29]=[CH:28][C:15]2[CH2:16][CH2:17][N:18]([C:21]([O:23][C:24]([CH3:27])([CH3:26])[CH3:25])=[O:22])[CH2:19][CH2:20][C:14]=2[CH:13]=1. Given the product [NH2:8][C:6]1[CH:5]=[CH:4][C:3]([O:11][C:12]2[CH:29]=[CH:28][C:15]3[CH2:16][CH2:17][N:18]([C:21]([O:23][C:24]([CH3:27])([CH3:25])[CH3:26])=[O:22])[CH2:19][CH2:20][C:14]=3[CH:13]=2)=[C:2]([F:1])[CH:7]=1, predict the reactants needed to synthesize it. (3) Given the product [C:1]([O:5][C:6]([NH:8][C@H:9]([C:23]([O:25][CH3:26])=[O:24])[CH2:10][C:11]1[CH:12]=[N:13][C:14]([CH2:17][CH2:18][CH2:19][CH:20]([OH:22])[CH3:21])=[CH:15][CH:16]=1)=[O:7])([CH3:4])([CH3:2])[CH3:3], predict the reactants needed to synthesize it. The reactants are: [C:1]([O:5][C:6]([NH:8][C@H:9]([C:23]([O:25][CH3:26])=[O:24])[CH2:10][C:11]1[CH:12]=[N:13][C:14]([C:17]#[C:18][CH2:19][CH:20]([OH:22])[CH3:21])=[CH:15][CH:16]=1)=[O:7])([CH3:4])([CH3:3])[CH3:2]. (4) Given the product [CH2:35]([O:37][C:38](=[O:48])[CH2:39][C:40]1[CH:45]=[C:44]([C:21]2[CH:20]=[CH:19][C:18]([C:17]3[O:16][N:15]=[C:14]([CH3:33])[C:13]=3[NH:12][C:11]([O:10][CH:8]([C:3]3[CH:4]=[CH:5][CH:6]=[CH:7][C:2]=3[Cl:1])[CH3:9])=[O:34])=[CH:23][CH:22]=2)[CH:43]=[CH:42][C:41]=1[F:47])[CH3:36], predict the reactants needed to synthesize it. The reactants are: [Cl:1][C:2]1[CH:7]=[CH:6][CH:5]=[CH:4][C:3]=1[CH:8]([O:10][C:11](=[O:34])[NH:12][C:13]1[C:14]([CH3:33])=[N:15][O:16][C:17]=1[C:18]1[CH:23]=[CH:22][C:21](B2OC(C)(C)C(C)(C)O2)=[CH:20][CH:19]=1)[CH3:9].[CH2:35]([O:37][C:38](=[O:48])[CH2:39][C:40]1[CH:45]=[C:44](Br)[CH:43]=[CH:42][C:41]=1[F:47])[CH3:36]. (5) Given the product [C:1]([O:5][C:6]([NH:8][CH2:9][C@H:10]1[CH2:15][CH2:14][C@H:13]([C:16]([NH:18][C@H:19]([C:38](=[O:51])[NH:39][C:40]2[CH:41]=[CH:42][C:43]([C:46]3[N:47]=[N:48][NH:49][N:50]=3)=[CH:44][CH:45]=2)[CH2:20][C:21]2[CH:26]=[CH:25][C:24]([C:27]3[CH:32]=[CH:31][C:30]([C:33]([NH:52][CH:53]4[CH2:54][CH2:55][N:56]([C:59]([O:61][C:62]([CH3:65])([CH3:64])[CH3:63])=[O:60])[CH2:57][CH2:58]4)=[O:34])=[CH:29][C:28]=3[CH3:36])=[C:23]([F:37])[CH:22]=2)=[O:17])[CH2:12][CH2:11]1)=[O:7])([CH3:4])([CH3:2])[CH3:3], predict the reactants needed to synthesize it. The reactants are: [C:1]([O:5][C:6]([NH:8][CH2:9][C@H:10]1[CH2:15][CH2:14][C@H:13]([C:16]([NH:18][C@H:19]([C:38](=[O:51])[NH:39][C:40]2[CH:45]=[CH:44][C:43]([C:46]3[N:47]=[N:48][NH:49][N:50]=3)=[CH:42][CH:41]=2)[CH2:20][C:21]2[CH:26]=[CH:25][C:24]([C:27]3[CH:32]=[CH:31][C:30]([C:33](O)=[O:34])=[CH:29][C:28]=3[CH3:36])=[C:23]([F:37])[CH:22]=2)=[O:17])[CH2:12][CH2:11]1)=[O:7])([CH3:4])([CH3:3])[CH3:2].[NH2:52][CH:53]1[CH2:58][CH2:57][N:56]([C:59]([O:61][C:62]([CH3:65])([CH3:64])[CH3:63])=[O:60])[CH2:55][CH2:54]1.F[P-](F)(F)(F)(F)F.CN(C(ON1C2=NC=CC=C2N=N1)=[N+](C)C)C.C(N(CC)C(C)C)(C)C. (6) Given the product [C:1]([C:3](=[C:9]([C:16]1[CH:21]=[CH:20][CH:19]=[CH:18][CH:17]=1)[C:10]1[CH:11]=[CH:12][CH:13]=[CH:14][CH:15]=1)[C:4]([O:36][CH:30]1[CH:31]([CH3:35])[CH2:32][CH2:33][CH2:34][C:29]1([CH3:37])[CH3:28])=[O:5])#[N:2], predict the reactants needed to synthesize it. The reactants are: [C:1]([C:3](=[C:9]([C:16]1[CH:21]=[CH:20][CH:19]=[CH:18][CH:17]=1)[C:10]1[CH:15]=[CH:14][CH:13]=[CH:12][CH:11]=1)[C:4](OCC)=[O:5])#[N:2].C([O-])([O-])=O.[Na+].[Na+].[CH3:28][C:29]1([CH3:37])[CH2:34][CH2:33][CH2:32][CH:31]([CH3:35])[CH:30]1[OH:36]. (7) Given the product [ClH:10].[NH2:6][C:5]1[N:11]([C:13]2[CH:14]=[C:15]([CH:21]=[CH:22][CH:23]=2)[C:16]([O:18][CH3:19])=[O:17])[N:12]=[C:3]([C:2]([CH3:9])([CH3:8])[CH3:1])[CH:4]=1, predict the reactants needed to synthesize it. The reactants are: [CH3:1][C:2]([CH3:9])([CH3:8])[C:3](=O)[CH2:4][C:5]#[N:6].[ClH:10].[NH:11]([C:13]1[CH:14]=[C:15]([CH:21]=[CH:22][CH:23]=1)[C:16]([O:18][CH2:19]C)=[O:17])[NH2:12]. (8) Given the product [CH:23]1([C:21]2[N:20]([CH3:26])[C:19]3[CH:27]=[C:15]([N:12]4[CH:13]=[CH:14][C:9]([O:8][CH2:7][C:5]5[N:6]=[C:2]([CH:29]6[CH2:31][CH2:30]6)[S:3][CH:4]=5)=[CH:10][C:11]4=[O:28])[CH:16]=[CH:17][C:18]=3[N:22]=2)[CH2:25][CH2:24]1, predict the reactants needed to synthesize it. The reactants are: Br[C:2]1[S:3][CH:4]=[C:5]([CH2:7][O:8][C:9]2[CH:14]=[CH:13][N:12]([C:15]3[CH:16]=[CH:17][C:18]4[N:22]=[C:21]([CH:23]5[CH2:25][CH2:24]5)[N:20]([CH3:26])[C:19]=4[CH:27]=3)[C:11](=[O:28])[CH:10]=2)[N:6]=1.[CH:29]1(B(O)O)[CH2:31][CH2:30]1.C(=O)([O-])[O-].[K+].[K+].COCCOC. (9) The reactants are: CS(O[CH2:6][CH:7]([N:9]([C:16]([O:18][C:19]([CH3:22])([CH3:21])[CH3:20])=[O:17])[CH2:10][C:11]1[NH:15][N:14]=[CH:13][CH:12]=1)[CH3:8])(=O)=O.[H-].[Na+].O. Given the product [CH3:6][CH:7]1[CH2:8][N:15]2[N:14]=[CH:13][CH:12]=[C:11]2[CH2:10][N:9]1[C:16]([O:18][C:19]([CH3:22])([CH3:21])[CH3:20])=[O:17], predict the reactants needed to synthesize it.